Dataset: Forward reaction prediction with 1.9M reactions from USPTO patents (1976-2016). Task: Predict the product of the given reaction. The product is: [F:19][C:20]1[CH:28]=[CH:27][C:23]([C:24]([N:1]2[CH2:5][CH2:4][CH2:3][C@H:2]2[CH2:6][N:7]2[CH2:11][CH2:10][CH2:9][CH2:8]2)=[O:25])=[CH:22][CH:21]=1. Given the reactants [NH:1]1[CH2:5][CH2:4][CH2:3][C@H:2]1[CH2:6][N:7]1[CH2:11][CH2:10][CH2:9][CH2:8]1.C(N(CC)CC)C.[F:19][C:20]1[CH:28]=[CH:27][C:23]([C:24](Cl)=[O:25])=[CH:22][CH:21]=1, predict the reaction product.